The task is: Regression. Given a peptide amino acid sequence and an MHC pseudo amino acid sequence, predict their binding affinity value. This is MHC class I binding data.. This data is from Peptide-MHC class I binding affinity with 185,985 pairs from IEDB/IMGT. (1) The peptide sequence is AFHHVAREK. The MHC is HLA-A30:02 with pseudo-sequence HLA-A30:02. The binding affinity (normalized) is 0.00774. (2) The peptide sequence is YCAPPGYALL. The MHC is Mamu-A07 with pseudo-sequence Mamu-A07. The binding affinity (normalized) is 0.0553. (3) The peptide sequence is ALWEIQQVV. The MHC is HLA-A26:01 with pseudo-sequence HLA-A26:01. The binding affinity (normalized) is 0.0847. (4) The peptide sequence is ATFIDVHIPK. The MHC is HLA-A68:01 with pseudo-sequence HLA-A68:01. The binding affinity (normalized) is 0.886. (5) The binding affinity (normalized) is 0.0847. The peptide sequence is GEIGIRNWL. The MHC is HLA-B08:02 with pseudo-sequence HLA-B08:02. (6) The peptide sequence is TEAEKWPFF. The MHC is HLA-A02:01 with pseudo-sequence HLA-A02:01. The binding affinity (normalized) is 0.0847. (7) The peptide sequence is LVKTESWIL. The MHC is HLA-B18:01 with pseudo-sequence HLA-B18:01. The binding affinity (normalized) is 0.0847. (8) The peptide sequence is LWVTDNNRSF. The MHC is HLA-A23:01 with pseudo-sequence HLA-A23:01. The binding affinity (normalized) is 0.595.